From a dataset of Forward reaction prediction with 1.9M reactions from USPTO patents (1976-2016). Predict the product of the given reaction. Given the reactants [NH2:1][C:2]1[CH:7]=[CH:6][C:5]([Cl:8])=[CH:4][C:3]=1[C:9]([C:11]1[CH:12]=[N:13][C:14]([CH3:17])=[CH:15][CH:16]=1)=[O:10].[CH3:18][S:19]([C:22]1[CH:27]=[CH:26][C:25]([S:28](Cl)(=[O:30])=[O:29])=[CH:24][CH:23]=1)(=[O:21])=[O:20], predict the reaction product. The product is: [Cl:8][C:5]1[CH:6]=[CH:7][C:2]([NH:1][S:28]([C:25]2[CH:24]=[CH:23][C:22]([S:19]([CH3:18])(=[O:21])=[O:20])=[CH:27][CH:26]=2)(=[O:30])=[O:29])=[C:3]([C:9]([C:11]2[CH:12]=[N:13][C:14]([CH3:17])=[CH:15][CH:16]=2)=[O:10])[CH:4]=1.